From a dataset of Reaction yield outcomes from USPTO patents with 853,638 reactions. Predict the reaction yield, written as a fraction of the theoretical maximum amount of product (1.0 means a 100% yield; for example, 0.34 means a 34% yield). (1) The reactants are [CH3:1][N:2]1[C:10]2[C:5](=[CH:6][CH:7]=[CH:8][CH:9]=2)[CH:4]=[C:3]1[C:11]([NH:13][C@H:14]([C:18]([NH:20][CH:21]([C:30](=[O:33])[CH2:31][F:32])[CH2:22][C:23]([O:25]C(C)(C)C)=[O:24])=[O:19])[CH:15]([CH3:17])[CH3:16])=[O:12].C1(OC)C=CC=CC=1.FC(F)(F)C(O)=O. The catalyst is C(Cl)Cl. The product is [CH3:1][N:2]1[C:10]2[C:5](=[CH:6][CH:7]=[CH:8][CH:9]=2)[CH:4]=[C:3]1[C:11]([NH:13][C@H:14]([C:18]([NH:20][CH:21]([C:30](=[O:33])[CH2:31][F:32])[CH2:22][C:23]([OH:25])=[O:24])=[O:19])[CH:15]([CH3:16])[CH3:17])=[O:12]. The yield is 0.720. (2) The reactants are C(C1C=C(NC2N=C(NC3C=CC=C(C(O)=O)C=3)C(F)=CN=2)C=CC=1)(O)=O.C[O:29][C:30]([C:32]1[CH:37]=[CH:36][C:35]([NH:38][C:39]2[N:44]=[C:43]([NH:45][C:46]3[CH:51]=[CH:50][C:49]([C:52]([O:54]C)=[O:53])=[CH:48][CH:47]=3)[C:42]([F:56])=[CH:41][N:40]=2)=[CH:34][CH:33]=1)=[O:31].[OH-].[Na+]. No catalyst specified. The product is [C:30]([C:32]1[CH:37]=[CH:36][C:35]([NH:38][C:39]2[N:44]=[C:43]([NH:45][C:46]3[CH:51]=[CH:50][C:49]([C:52]([OH:54])=[O:53])=[CH:48][CH:47]=3)[C:42]([F:56])=[CH:41][N:40]=2)=[CH:34][CH:33]=1)([OH:31])=[O:29]. The yield is 0.590. (3) The reactants are [Cl:1][C:2]1[CH:3]=[C:4]([C:8]2[C:13]([O:14][CH:15]([F:17])[F:16])=[CH:12][CH:11]=[C:10]([CH2:18][C:19]3[CH:20]=[CH:21][C:22]([C:25]#[N:26])=[N:23][CH:24]=3)[CH:9]=2)[CH:5]=[CH:6][CH:7]=1.CO. The catalyst is [Pd]. The product is [Cl:1][C:2]1[CH:3]=[C:4]([C:8]2[C:13]([O:14][CH:15]([F:16])[F:17])=[CH:12][CH:11]=[C:10]([CH2:18][C:19]3[CH:20]=[CH:21][C:22]([CH2:25][NH2:26])=[N:23][CH:24]=3)[CH:9]=2)[CH:5]=[CH:6][CH:7]=1. The yield is 0.140. (4) The reactants are FC(F)(F)C(O)=O.C(OC(=O)[NH:14][C:15]1[C:20]([CH:21]2[CH2:23][CH2:22]2)=[CH:19][N:18]2[CH:24]=[C:25]([C:27]3[CH:32]=[CH:31][CH:30]=[CH:29][CH:28]=3)[N:26]=[C:17]2[CH:16]=1)(C)(C)C. The catalyst is ClCCl. The product is [CH:21]1([C:20]2[C:15]([NH2:14])=[CH:16][C:17]3[N:18]([CH:24]=[C:25]([C:27]4[CH:28]=[CH:29][CH:30]=[CH:31][CH:32]=4)[N:26]=3)[CH:19]=2)[CH2:23][CH2:22]1. The yield is 0.610. (5) The reactants are [C:1]1([Si:11](Cl)([Cl:13])[Cl:12])[C:10]2[C:5](=[CH:6][CH:7]=[CH:8][CH:9]=2)[CH:4]=[CH:3][CH:2]=1.C[SiH](Cl)Cl. The catalyst is [Cl-].C([P+](CCCC)(CCCC)CCCC)CCC. The product is [C:1]1([SiH:11]([Cl:13])[Cl:12])[C:10]2[C:5](=[CH:6][CH:7]=[CH:8][CH:9]=2)[CH:4]=[CH:3][CH:2]=1. The yield is 0.813.